This data is from Forward reaction prediction with 1.9M reactions from USPTO patents (1976-2016). The task is: Predict the product of the given reaction. (1) Given the reactants [Cl:1][C:2]1[N:9]=[C:8](Cl)[C:7]([F:11])=[C:6]([I:12])[C:3]=1[C:4]#[N:5].CCN(CC)CC.[CH:20]1([C:23]2[NH:27][N:26]=[C:25]([NH2:28])[CH:24]=2)[CH2:22][CH2:21]1, predict the reaction product. The product is: [Cl:1][C:2]1[N:9]=[C:8]([NH:28][C:25]2[CH:24]=[C:23]([CH:20]3[CH2:22][CH2:21]3)[NH:27][N:26]=2)[C:7]([F:11])=[C:6]([I:12])[C:3]=1[C:4]#[N:5]. (2) Given the reactants [C:1]([N:5]1[CH2:10][CH2:9][CH:8]([N:11]([CH:25]2[CH2:27][CH2:26]2)[S:12]([C:15]2[CH:20]=[CH:19][CH:18]=[C:17]([C:21]([F:24])([F:23])[F:22])[CH:16]=2)(=[O:14])=[O:13])[CH2:7][CH2:6]1)(=[O:4])[CH:2]=[CH2:3].[OH:28][CH:29]1[CH2:34][CH2:33][NH:32][CH2:31][CH2:30]1, predict the reaction product. The product is: [CH:25]1([N:11]([CH:8]2[CH2:7][CH2:6][N:5]([C:1](=[O:4])[CH2:2][CH2:3][N:32]3[CH2:33][CH2:34][CH:29]([OH:28])[CH2:30][CH2:31]3)[CH2:10][CH2:9]2)[S:12]([C:15]2[CH:20]=[CH:19][CH:18]=[C:17]([C:21]([F:23])([F:22])[F:24])[CH:16]=2)(=[O:13])=[O:14])[CH2:26][CH2:27]1. (3) Given the reactants C([O:8][C:9]1[CH:14]=[C:13]([Cl:15])[CH:12]=[CH:11][C:10]=1[N:16]1[S:20](=[O:22])(=[O:21])[NH:19][C:18](=[O:23])[CH2:17]1)C1C=CC=CC=1.B(Br)(Br)Br, predict the reaction product. The product is: [Cl:15][C:13]1[CH:12]=[CH:11][C:10]([N:16]2[S:20](=[O:22])(=[O:21])[NH:19][C:18](=[O:23])[CH2:17]2)=[C:9]([OH:8])[CH:14]=1.